This data is from Peptide-MHC class II binding affinity with 134,281 pairs from IEDB. The task is: Regression. Given a peptide amino acid sequence and an MHC pseudo amino acid sequence, predict their binding affinity value. This is MHC class II binding data. (1) The binding affinity (normalized) is 0.901. The peptide sequence is CFHEFLSSKLNKFVS. The MHC is DRB1_0701 with pseudo-sequence DRB1_0701. (2) The MHC is HLA-DQA10101-DQB10501 with pseudo-sequence CNYHEGGGARVAHIMYFGGTHYVVGASRVHVAGI. The peptide sequence is GLIIGIFAVMLATLP. The binding affinity (normalized) is 0.453. (3) The peptide sequence is KMLLDNINTPEGIIP. The MHC is DRB3_0101 with pseudo-sequence DRB3_0101. The binding affinity (normalized) is 0.259. (4) The binding affinity (normalized) is 0.396. The MHC is DRB1_1501 with pseudo-sequence DRB1_1501. The peptide sequence is AETCPIFYDVFFAVA. (5) The peptide sequence is KKWRDVPYLTKRQDK. The MHC is DRB1_0901 with pseudo-sequence DRB1_0901. The binding affinity (normalized) is 0.261.